Task: Predict the product of the given reaction.. Dataset: Forward reaction prediction with 1.9M reactions from USPTO patents (1976-2016) Given the reactants ClC1N=CC(C(C2CCCCC2)CN)=CC=1.[Cl:17][C:18]1[N:23]=[CH:22][C:21]([C:24](=[CH:27][CH:28]([CH3:30])[CH3:29])[C:25]#[N:26])=[CH:20][CH:19]=1, predict the reaction product. The product is: [Cl:17][C:18]1[N:23]=[CH:22][C:21]([CH:24]([CH2:27][CH:28]([CH3:30])[CH3:29])[CH2:25][NH2:26])=[CH:20][CH:19]=1.